Dataset: Reaction yield outcomes from USPTO patents with 853,638 reactions. Task: Predict the reaction yield, written as a fraction of the theoretical maximum amount of product (1.0 means a 100% yield; for example, 0.34 means a 34% yield). (1) The reactants are [CH3:1][C:2]1[CH:13]=[CH:12][C:5]2[NH:6][C:7](=[O:11])[O:8][C:9](=[O:10])[C:4]=2[CH:3]=1.[H-].[Na+].[CH3:16]I. The catalyst is CN(C=O)C. The product is [CH3:16][N:6]1[C:5]2[CH:12]=[CH:13][C:2]([CH3:1])=[CH:3][C:4]=2[C:9](=[O:10])[O:8][C:7]1=[O:11]. The yield is 0.740. (2) The reactants are Br[C:2]1[C:3]([CH3:16])=[C:4]([CH3:15])[C:5]2[O:9][C:8]([CH2:11][OH:12])([CH3:10])[CH2:7][C:6]=2[C:13]=1[CH3:14].[CH:17]([C:20]1[CH:25]=[CH:24][C:23]([N:26]2[CH2:31][CH2:30][NH:29][CH2:28][CH2:27]2)=[CH:22][CH:21]=1)([CH3:19])[CH3:18]. No catalyst specified. The product is [CH3:10][C:8]1([CH2:11][OH:12])[CH2:7][C:6]2[C:13]([CH3:14])=[C:2]([N:29]3[CH2:30][CH2:31][N:26]([C:23]4[CH:24]=[CH:25][C:20]([CH:17]([CH3:19])[CH3:18])=[CH:21][CH:22]=4)[CH2:27][CH2:28]3)[C:3]([CH3:16])=[C:4]([CH3:15])[C:5]=2[O:9]1. The yield is 0.0600.